From a dataset of Forward reaction prediction with 1.9M reactions from USPTO patents (1976-2016). Predict the product of the given reaction. Given the reactants [F:1][C:2]1[C:3]([NH:13][C:14]2[CH:19]=[CH:18][C:17]([C:20]#[C:21][CH2:22][OH:23])=[CH:16][C:15]=2[F:24])=[C:4]([CH:9]=[CH:10][C:11]=1[F:12])[C:5]([O:7][CH3:8])=[O:6], predict the reaction product. The product is: [F:1][C:2]1[C:3]([NH:13][C:14]2[CH:19]=[CH:18][C:17]([CH2:20][CH2:21][CH2:22][OH:23])=[CH:16][C:15]=2[F:24])=[C:4]([CH:9]=[CH:10][C:11]=1[F:12])[C:5]([O:7][CH3:8])=[O:6].